This data is from Catalyst prediction with 721,799 reactions and 888 catalyst types from USPTO. The task is: Predict which catalyst facilitates the given reaction. (1) Reactant: [Cl:1][C:2]1[C:3]([F:31])=[C:4]([CH:8]2[C:12]([C:15]3[CH:20]=[CH:19][C:18]([Cl:21])=[CH:17][C:16]=3[F:22])([C:13]#[N:14])[CH:11]([CH2:23][C:24]([CH3:27])([CH3:26])[CH3:25])[NH:10][CH:9]2[C:28](O)=[O:29])[CH:5]=[CH:6][CH:7]=1.CN(C(ON1N=NC2C=CC=NC1=2)=[N+](C)C)C.F[P-](F)(F)(F)(F)F.CCN(C(C)C)C(C)C.[F:65][C:66]1[CH:72]=[CH:71][C:69]([NH2:70])=[CH:68][CH:67]=1. Product: [F:65][C:66]1[CH:72]=[CH:71][C:69]([NH:70][C:28]([CH:9]2[CH:8]([C:4]3[CH:5]=[CH:6][CH:7]=[C:2]([Cl:1])[C:3]=3[F:31])[C:12]([C:15]3[CH:20]=[CH:19][C:18]([Cl:21])=[CH:17][C:16]=3[F:22])([C:13]#[N:14])[CH:11]([CH2:23][C:24]([CH3:27])([CH3:26])[CH3:25])[NH:10]2)=[O:29])=[CH:68][CH:67]=1. The catalyst class is: 2. (2) Reactant: [CH3:1][C:2]1[NH:12][C:5]2=[N+:6]([O-])[CH:7]=[CH:8][C:9]([CH3:10])=[C:4]2[N:3]=1.P(Cl)(Cl)([Cl:15])=O. Product: [Cl:15][C:7]1[N:6]=[C:5]2[NH:12][C:2]([CH3:1])=[N:3][C:4]2=[C:9]([CH3:10])[CH:8]=1. The catalyst class is: 22. (3) Reactant: C(O[C:4](=[O:21])[CH2:5][C:6]([CH:8]1[CH2:13][CH2:12][N:11]([C:14]([O:16][C:17]([CH3:20])([CH3:19])[CH3:18])=[O:15])[CH2:10][CH2:9]1)=O)C.[Cl:22][C:23]1[CH:31]=[C:30]2[C:26]([C:27]([NH2:32])=[N:28][NH:29]2)=[CH:25][CH:24]=1.P([O-])([O-])([O-])=O.[K+].[K+].[K+]. Product: [Cl:22][C:23]1[CH:24]=[CH:25][C:26]2[C:30]([CH:31]=1)=[N:29][N:28]1[C:4](=[O:21])[CH:5]=[C:6]([CH:8]3[CH2:9][CH2:10][N:11]([C:14]([O:16][C:17]([CH3:18])([CH3:19])[CH3:20])=[O:15])[CH2:12][CH2:13]3)[NH:32][C:27]=21. The catalyst class is: 12. (4) Reactant: [NH2:1][CH2:2][C:3]1(N(C)C)[CH2:8][CH2:7][C:6](F)(F)[CH2:5][CH2:4]1.C([O:21]C1(OC)C=CC(C(O)=O)=CC1OC)C1C=CC=CC=1.C(N(C(C)C)CC)(C)C.C[NH3+].F[P-](F)(F)(F)(F)F.N1(OC(N(C)C)=[N+](C)C)C2N=CC=CC=2N=N1.F[P-](F)(F)(F)(F)F. Product: [C:2]([NH2:1])(=[O:21])[C:3]1[CH:8]=[CH:7][CH:6]=[CH:5][CH:4]=1. The catalyst class is: 3. (5) Reactant: Br[C:2]1[C:29]([Cl:30])=[CH:28][C:5]([O:6][C:7]2[CH:12]=[CH:11][N:10]=[CH:9][C:8]=2[C:13]([N:15]2[C:24]3[C:19](=[CH:20][CH:21]=[CH:22][CH:23]=3)[N:18]([CH:25]3[CH2:27][CH2:26]3)[CH2:17][CH2:16]2)=[O:14])=[C:4]([Cl:31])[CH:3]=1.C([O:35]B(OC(C)C)OC(C)C)(C)C.C([Li])CCC.C(=O)=O.C(O)(=O)C.OO. Product: [CH:25]1([N:18]2[C:19]3[C:24](=[CH:23][CH:22]=[CH:21][CH:20]=3)[N:15]([C:13]([C:8]3[CH:9]=[N:10][CH:11]=[CH:12][C:7]=3[O:6][C:5]3[CH:28]=[C:29]([Cl:30])[C:2]([OH:35])=[CH:3][C:4]=3[Cl:31])=[O:14])[CH2:16][CH2:17]2)[CH2:27][CH2:26]1. The catalyst class is: 7. (6) Reactant: [CH:1]1([CH2:6][CH:7]([C:11]2[CH:16]=[CH:15][C:14]([S:17][C:18]([F:21])([F:20])[F:19])=[CH:13][CH:12]=2)[C:8]([OH:10])=O)[CH2:5][CH2:4][CH2:3][CH2:2]1.C1(P(C2C=CC=CC=2)C2C=CC=CC=2)C=CC=CC=1.BrN1C(=O)CCC1=O.[NH2:49][C:50]1[CH:55]=[CH:54][CH:53]=[CH:52][N:51]=1. Product: [CH:1]1([CH2:6][CH:7]([C:11]2[CH:16]=[CH:15][C:14]([S:17][C:18]([F:21])([F:20])[F:19])=[CH:13][CH:12]=2)[C:8]([NH:49][C:50]2[CH:55]=[CH:54][CH:53]=[CH:52][N:51]=2)=[O:10])[CH2:2][CH2:3][CH2:4][CH2:5]1. The catalyst class is: 2. (7) Reactant: [C:1]([O:5][C:6]([N:8]1[CH2:11][CH:10]([O:12][C:13]2[C:14]3[CH2:22][NH:21][CH2:20][CH2:19][C:15]=3[N:16]=[CH:17][N:18]=2)[CH2:9]1)=[O:7])([CH3:4])([CH3:3])[CH3:2].Br[C:24]1[CH:25]=[C:26]([C:32]([F:35])([F:34])[F:33])[C:27]([O:30][CH3:31])=[N:28][CH:29]=1.[C:36](=[O:39])([O-])[O-:37].[Cs+].[Cs+].CC(C1C=C(C(C)C)C(C2C=CC=CC=2P(C2CCCCC2)C2CCCCC2)=C(C(C)C)C=1)C. Product: [F:33][C:32]([F:35])([F:34])[C:36]([OH:37])=[O:39].[C:1]([O:5][C:6]([N:8]1[CH2:11][CH:10]([O:12][C:13]2[C:14]3[CH2:22][N:21]([C:24]4[CH:29]=[N:28][C:27]([O:30][CH3:31])=[C:26]([C:32]([F:35])([F:34])[F:33])[CH:25]=4)[CH2:20][CH2:19][C:15]=3[N:16]=[CH:17][N:18]=2)[CH2:9]1)=[O:7])([CH3:4])([CH3:2])[CH3:3]. The catalyst class is: 102.